This data is from Reaction yield outcomes from USPTO patents with 853,638 reactions. The task is: Predict the reaction yield, written as a fraction of the theoretical maximum amount of product (1.0 means a 100% yield; for example, 0.34 means a 34% yield). (1) The reactants are [CH2:1]([O:5][C:6]1[C:13]([O:14][CH3:15])=[CH:12][C:9]([CH:10]=O)=[CH:8][C:7]=1[O:16][CH3:17])[CH:2]([CH3:4])[CH3:3].[ClH:18].CO.C(O[CH:24](OCC)[CH2:25][NH:26][CH2:27][C:28]1[CH:33]=[CH:32][CH:31]=[C:30]([O:34][CH2:35][CH3:36])[C:29]=1[OH:37])C. The catalyst is CCO. The product is [ClH:18].[CH2:1]([O:5][C:6]1[C:13]([O:14][CH3:15])=[CH:12][C:9]([CH2:10][C:24]2[C:33]3[C:28](=[C:29]([OH:37])[C:30]([O:34][CH2:35][CH3:36])=[CH:31][CH:32]=3)[CH:27]=[N:26][CH:25]=2)=[CH:8][C:7]=1[O:16][CH3:17])[CH:2]([CH3:4])[CH3:3]. The yield is 0.430. (2) The reactants are Cl[C:2]1[CH:7]=[CH:6][C:5](C(O)([C:32]2[N:33]([CH3:37])[CH:34]=[N:35][CH:36]=2)C2C=C3C(=CC=2)N(CC2CC2)C(=O)C=C3C2C=CC=C(C#C)C=2)=[CH:4][CH:3]=1.ClC1C=CC(C2C=C3[C:49]([C:50]([C:59]4[CH:64]=[CH:63][CH:62]=[C:61]([C:65]#[CH:66])[CH:60]=4)=[C:51](C)[C:52](=[O:57])[N:53]3C)=[C:48]([C:67]3N(C)C=NC=3)[C:47]=2O)=CC=1. No catalyst specified. The product is [CH3:37][N:33]1[CH:32]=[CH:36][N:35]=[CH:34]1.[CH:48]1([CH2:49][C:50]2([C:59]3[CH:64]=[CH:63][CH:62]=[C:61]([C:65]#[CH:66])[CH:60]=3)[C:7]3[C:2](=[CH:3][CH:4]=[CH:5][CH:6]=3)[NH:53][C:52](=[O:57])[CH2:51]2)[CH2:47][CH2:67]1. The yield is 0.620.